From a dataset of Reaction yield outcomes from USPTO patents with 853,638 reactions. Predict the reaction yield, written as a fraction of the theoretical maximum amount of product (1.0 means a 100% yield; for example, 0.34 means a 34% yield). (1) The reactants are C([N:3]([CH2:6]C)CC)C.C1C=CC(P(N=[N+]=[N-])(C2C=CC=CC=2)=[O:15])=CC=1.[Br:25][C:26]1[CH:27]=[N:28][CH:29]=[C:30]([CH:34]=1)C(O)=O.[CH3:35][C:36]([OH:39])([CH3:38])[CH3:37]. The catalyst is C1(C)C=CC=CC=1.CCOC(C)=O.O. The product is [Br:25][C:26]1[CH:34]=[C:30]([NH:3][C:6](=[O:15])[O:39][C:36]([CH3:38])([CH3:37])[CH3:35])[CH:29]=[N:28][CH:27]=1. The yield is 0.720. (2) The reactants are [Br:1][C:2]1[CH:3]=[C:4]([N:8]([CH3:10])N)[CH:5]=[CH:6][CH:7]=1.[N:11]12[CH2:18][CH:15]([CH2:16][CH2:17]1)[C:14](=O)[CH2:13][CH2:12]2.Cl. The catalyst is C(O)(C)C. The product is [Br:1][C:2]1[CH:7]=[CH:6][C:5]2[C:13]3[CH2:12][N:11]4[CH2:18][CH:15]([CH2:16][CH2:17]4)[C:14]=3[N:8]([CH3:10])[C:4]=2[CH:3]=1. The yield is 0.950. (3) The reactants are [CH3:1][N:2]1[CH2:7][CH2:6][CH:5]([O:8][C:9]2[CH:14]=[CH:13][C:12]([C:15]3[CH:20]=[CH:19][CH:18]=[C:17]([NH2:21])[CH:16]=3)=[CH:11][CH:10]=2)[CH2:4][CH2:3]1.C(N([CH2:27][CH3:28])CC)C. The catalyst is ClCCl. The product is [CH3:1][N:2]1[CH2:3][CH2:4][CH:5]([O:8][C:9]2[CH:10]=[CH:11][C:12]([C:15]3[CH:20]=[CH:19][CH:18]=[C:17]([NH:21][C:9]([C:10]4[C:27]5[C:28](=[CH:3][CH:4]=[CH:5][CH:6]=5)[CH:13]=[CH:12][CH:11]=4)=[O:8])[CH:16]=3)=[CH:13][CH:14]=2)[CH2:6][CH2:7]1. The yield is 0.650. (4) The reactants are [OH:1]O.[C:3]([C:5]([CH3:35])([CH3:34])[C:6]1[CH:11]=[CH:10][C:9]([NH:12][C:13](=[O:24])[C:14]2[CH:19]=[CH:18][C:17]([O:20][CH3:21])=[C:16]([O:22][CH3:23])[CH:15]=2)=[CH:8][C:7]=1B1OC(C)(C)C(C)(C)O1)#[N:4].O.C(Cl)Cl. The catalyst is O1CCOCC1. The product is [C:3]([C:5]([CH3:35])([CH3:34])[C:6]1[CH:11]=[CH:10][C:9]([NH:12][C:13](=[O:24])[C:14]2[CH:19]=[CH:18][C:17]([O:20][CH3:21])=[C:16]([O:22][CH3:23])[CH:15]=2)=[CH:8][C:7]=1[OH:1])#[N:4]. The yield is 0.110. (5) The reactants are [H-].[Na+].[NH:3]1[C:11]2[C:6](=[CH:7][CH:8]=[CH:9][CH:10]=2)[C:5]([C:12]([O:14][CH3:15])=[O:13])=[N:4]1.[CH2:16](Br)[C:17]1[CH:22]=[CH:21][CH:20]=[CH:19][CH:18]=1.O. The catalyst is C1COCC1. The product is [CH2:16]([N:3]1[C:11]2[C:6](=[CH:7][CH:8]=[CH:9][CH:10]=2)[C:5]([C:12]([O:14][CH3:15])=[O:13])=[N:4]1)[C:17]1[CH:22]=[CH:21][CH:20]=[CH:19][CH:18]=1. The yield is 0.770. (6) The reactants are [CH:1]1([CH2:4][N:5]2[C:9]3[CH:10]=[CH:11][C:12]([C:14]([OH:16])=O)=[CH:13][C:8]=3[N:7]=[C:6]2[CH2:17][C:18]2[CH:23]=[CH:22][C:21]([O:24][CH2:25][CH3:26])=[CH:20][CH:19]=2)[CH2:3][CH2:2]1.CN(C(ON1N=N[C:37]2[CH:38]=[CH:39][CH:40]=[N:41][C:36]1=2)=[N+](C)C)C.F[P-](F)(F)(F)(F)F.[CH3:51][CH2:52]N(C(C)C)C(C)C.C1(CN)CCCCC1.Cl. The catalyst is CN(C=O)C.CCOC(C)=O.C(OCC)C. The product is [CH:40]1([N:41]([CH3:36])[C:14]([C:12]2[CH:11]=[CH:10][C:9]3[N:5]([CH2:4][CH:1]4[CH2:3][CH2:2]4)[C:6]([CH2:17][C:18]4[CH:19]=[CH:20][C:21]([O:24][CH2:25][CH3:26])=[CH:22][CH:23]=4)=[N:7][C:8]=3[CH:13]=2)=[O:16])[CH2:39][CH2:38][CH2:37][CH2:52][CH2:51]1. The yield is 0.780.